From a dataset of Reaction yield outcomes from USPTO patents with 853,638 reactions. Predict the reaction yield, written as a fraction of the theoretical maximum amount of product (1.0 means a 100% yield; for example, 0.34 means a 34% yield). The reactants are [NH2:1][C:2]1[C:11]([F:12])=[C:10]([F:13])[C:9]2[O:14][CH2:15][C@H:16]([CH3:17])[N:7]3[C:8]=2[C:3]=1[C:4](=[O:20])[C:5]([C:18]#[N:19])=[CH:6]3.[N-:21]=[N+:22]=[N-:23].[Na+]. The catalyst is C(O)(C)C.O.[Cl-].[Zn+2].[Cl-]. The product is [NH2:1][C:2]1[C:11]([F:12])=[C:10]([F:13])[C:9]2[O:14][CH2:15][C@H:16]([CH3:17])[N:7]3[C:8]=2[C:3]=1[C:4](=[O:20])[C:5]([C:18]1[NH:23][N:22]=[N:21][N:19]=1)=[CH:6]3. The yield is 0.600.